Predict the product of the given reaction. From a dataset of Forward reaction prediction with 1.9M reactions from USPTO patents (1976-2016). (1) Given the reactants N1C=CC=C(C)C=1.C(O)(=O)[C:9](O)=[O:10].[CH2:14]([O:21][NH:22][C@H:23]1[CH2:28][NH:27][C@H:26]([C:29]([O:31][CH2:32][C:33]2[CH:38]=[CH:37][CH:36]=[CH:35][CH:34]=2)=[O:30])[CH2:25][CH2:24]1)[C:15]1[CH:20]=[CH:19][CH:18]=[CH:17][CH:16]=1.ClC(Cl)(OC(=O)OC(Cl)(Cl)Cl)Cl.C(=O)(O)[O-].[Na+], predict the reaction product. The product is: [CH2:32]([O:31][C:29]([C@@H:26]1[CH2:25][CH2:24][C@@H:23]2[CH2:28][N:27]1[C:9](=[O:10])[N:22]2[O:21][CH2:14][C:15]1[CH:20]=[CH:19][CH:18]=[CH:17][CH:16]=1)=[O:30])[C:33]1[CH:34]=[CH:35][CH:36]=[CH:37][CH:38]=1. (2) Given the reactants I[C:2]1[C:3]([CH3:12])=[N:4][C:5]2[N:6]([N:9]=[CH:10][N:11]=2)[C:7]=1[NH2:8].[C:13]([Si:15]([CH3:18])([CH3:17])[CH3:16])#[CH:14].C(N(CC)CC)C, predict the reaction product. The product is: [CH3:12][C:3]1[C:2]([C:14]#[C:13][Si:15]([CH3:18])([CH3:17])[CH3:16])=[C:7]([NH2:8])[N:6]2[N:9]=[CH:10][N:11]=[C:5]2[N:4]=1. (3) Given the reactants [Br:1][C:2]1[CH:3]=[CH:4][C:5]([CH2:8][CH2:9]O)=[N:6][CH:7]=1.BrC1C=CC(CC[I:20])=CN=1, predict the reaction product. The product is: [Br:1][C:2]1[CH:3]=[CH:4][C:5]([CH2:8][CH2:9][I:20])=[N:6][CH:7]=1. (4) Given the reactants FC(F)(F)C(O)=O.[Br:8][C:9]1[CH:10]=[C:11]([CH:35]=[CH:36][CH:37]=1)[C:12]([NH:14][C:15]1[CH:27]=[C:26]([O:28][C:29]2[CH:34]=[CH:33][CH:32]=[CH:31][CH:30]=2)[CH:25]=[CH:24][C:16]=1[C:17]([O:19]C(C)(C)C)=[O:18])=[O:13], predict the reaction product. The product is: [Br:8][C:9]1[CH:10]=[C:11]([CH:35]=[CH:36][CH:37]=1)[C:12]([NH:14][C:15]1[CH:27]=[C:26]([O:28][C:29]2[CH:34]=[CH:33][CH:32]=[CH:31][CH:30]=2)[CH:25]=[CH:24][C:16]=1[C:17]([OH:19])=[O:18])=[O:13]. (5) Given the reactants [CH:1]1[C:10]2[CH:9]=[CH:8][CH:7]=[C:6]([S:11]([N:14]3[CH2:20][CH2:19][CH2:18][NH:17][CH2:16][CH2:15]3)(=[O:13])=[O:12])[C:5]=2[CH:4]=[CH:3][N:2]=1.[C:21]([O:25][C:26]([NH:28][C@H:29]([C:33](O)=[O:34])[CH:30]([CH3:32])[CH3:31])=[O:27])([CH3:24])([CH3:23])[CH3:22], predict the reaction product. The product is: [C:21]([O:25][C:26]([NH:28][C@H:29]([C:33]([N:17]1[CH2:18][CH2:19][CH2:20][N:14]([S:11]([C:6]2[C:5]3[CH:4]=[CH:3][N:2]=[CH:1][C:10]=3[CH:9]=[CH:8][CH:7]=2)(=[O:12])=[O:13])[CH2:15][CH2:16]1)=[O:34])[CH:30]([CH3:31])[CH3:32])=[O:27])([CH3:23])([CH3:24])[CH3:22]. (6) The product is: [Cl:1][C:2]1[CH:7]=[CH:6][C:5]([C:8]2([OH:14])[CH2:13][CH2:12][N:11]([CH2:29][CH2:30][CH:31]=[C:32]3[C:38]4[CH:39]=[CH:40][CH:41]=[N:42][C:37]=4[CH2:36][O:35][C:34]4[CH:43]=[CH:44][C:45]([C:47]([OH:50])([CH3:49])[CH3:48])=[CH:46][C:33]3=4)[CH2:10][CH2:9]2)=[CH:4][C:3]=1[N+:15]([O-:17])=[O:16]. Given the reactants [Cl:1][C:2]1[CH:7]=[CH:6][C:5]([C:8]2([OH:14])[CH2:13][CH2:12][NH:11][CH2:10][CH2:9]2)=[CH:4][C:3]=1[N+:15]([O-:17])=[O:16].N1C(C)=CC=CC=1C.[I-].[K+].Br[CH2:29][CH2:30][CH:31]=[C:32]1[C:38]2[CH:39]=[CH:40][CH:41]=[N:42][C:37]=2[CH2:36][O:35][C:34]2[CH:43]=[CH:44][C:45]([C:47]([OH:50])([CH3:49])[CH3:48])=[CH:46][C:33]1=2, predict the reaction product.